From a dataset of Forward reaction prediction with 1.9M reactions from USPTO patents (1976-2016). Predict the product of the given reaction. (1) The product is: [CH:1]1([O:5][C:6]2[N:7]([C:16]3[CH:17]=[CH:18][C:19]([O:22][CH2:23][C:24]([F:25])([F:26])[F:27])=[CH:20][CH:21]=3)[C:8](=[O:15])[C:9]3[CH2:14][C:13](=[O:30])[NH:12][C:10]=3[N:11]=2)[CH2:2][CH2:3][CH2:4]1. Given the reactants [CH:1]1([O:5][C:6]2[N:7]([C:16]3[CH:21]=[CH:20][C:19]([O:22][CH2:23][C:24]([F:27])([F:26])[F:25])=[CH:18][CH:17]=3)[C:8](=[O:15])[C:9]3[CH:14]=[CH:13][NH:12][C:10]=3[N:11]=2)[CH2:4][CH2:3][CH2:2]1.C(O)(=[O:30])C.C(O)(=O)C.I(C1C=CC=CC=1)=O, predict the reaction product. (2) Given the reactants B(Br)(Br)Br.Cl.[N:6]12[CH2:13][CH2:12][CH:9]([CH2:10][CH2:11]1)[C@@H:8]([NH:14][C:15]([C:17]1S[C:19]3[C:25]([C:26]4C=C([CH:32]=[CH:33][CH:34]=4)C(O)=O)=[CH:24][CH:23]=[CH:22][C:20]=3[CH:21]=1)=O)[CH2:7]2.C([O:37][CH2:38][CH3:39])C.[OH-:40].[Na+].[OH2:42], predict the reaction product. The product is: [N:6]12[CH2:13][CH2:12][CH:9]([CH2:10][CH2:11]1)[C@@H:8]([NH:14][C:15]([C:17]1[O:42][C:19]3[C:25]([C:26]4[CH:34]=[CH:33][CH:32]=[CH:39][C:38]=4[OH:37])=[CH:24][CH:23]=[CH:22][C:20]=3[CH:21]=1)=[O:40])[CH2:7]2. (3) Given the reactants [O:1]=[C:2]([C:26]1[CH:31]=[CH:30][CH:29]=[CH:28][CH:27]=1)[CH2:3][O:4][C:5]1[CH:25]=[CH:24][C:8]([CH2:9][O:10][C:11]2[N:16]=[CH:15][C:14](/[CH:17]=[CH:18]/[C:19]([O:21][CH2:22][CH3:23])=[O:20])=[CH:13][CH:12]=2)=[CH:7][CH:6]=1, predict the reaction product. The product is: [O:1]=[C:2]([C:26]1[CH:27]=[CH:28][CH:29]=[CH:30][CH:31]=1)[CH2:3][O:4][C:5]1[CH:25]=[CH:24][C:8]([CH2:9][O:10][C:11]2[N:16]=[CH:15][C:14]([CH2:17][CH2:18][C:19]([O:21][CH2:22][CH3:23])=[O:20])=[CH:13][CH:12]=2)=[CH:7][CH:6]=1. (4) The product is: [F:19][C:16]1[CH:17]=[CH:18][C:13]([O:12][CH2:11][C:9]2[N:10]=[C:5]3[N:4]=[CH:3][C:2]([C:22]4[CH:23]=[CH:24][C:25]([CH3:27])=[CH:26][C:21]=4[NH2:20])=[CH:7][N:6]3[CH:8]=2)=[CH:14][CH:15]=1. Given the reactants Br[C:2]1[CH:3]=[N:4][C:5]2[N:6]([CH:8]=[C:9]([CH2:11][O:12][C:13]3[CH:18]=[CH:17][C:16]([F:19])=[CH:15][CH:14]=3)[N:10]=2)[CH:7]=1.[NH2:20][C:21]1[CH:26]=[C:25]([CH3:27])[CH:24]=[CH:23][C:22]=1B(O)O, predict the reaction product. (5) Given the reactants [F:1][C:2]1[CH:3]=[C:4]([CH2:9][C:10]([NH:12][C@H:13]([C:15]([OH:17])=O)[CH3:14])=[O:11])[CH:5]=[C:6]([F:8])[CH:7]=1.[CH2:18]1[C:27]2[C:22](=[CH:23][CH:24]=[CH:25][CH:26]=2)[CH2:21][CH:20]([C:28]([O:30][CH3:31])=[O:29])[NH:19]1, predict the reaction product. The product is: [F:8][C:6]1[CH:5]=[C:4]([CH2:9][C:10]([NH:12][C@H:13]([C:15]([N:19]2[CH:20]([C:28]([O:30][CH3:31])=[O:29])[CH2:21][C:22]3[C:27](=[CH:26][CH:25]=[CH:24][CH:23]=3)[CH2:18]2)=[O:17])[CH3:14])=[O:11])[CH:3]=[C:2]([F:1])[CH:7]=1.